From a dataset of Full USPTO retrosynthesis dataset with 1.9M reactions from patents (1976-2016). Predict the reactants needed to synthesize the given product. (1) Given the product [OH:2][C:3]1[CH:4]=[C:5]2[C:10](=[CH:11][CH:12]=1)[S:9][C:8]([CH3:13])([CH3:14])[CH2:7][C:6]2=[O:15], predict the reactants needed to synthesize it. The reactants are: C[O:2][C:3]1[CH:4]=[C:5]2[C:10](=[CH:11][CH:12]=1)[S:9][C:8]([CH3:14])([CH3:13])[CH2:7][C:6]2=[O:15].B(Br)(Br)Br. (2) Given the product [ClH:18].[F:16][C:13]1[CH:14]=[CH:15][C:10]([C@@H:8]([NH2:7])[CH3:9])=[N:11][CH:12]=1, predict the reactants needed to synthesize it. The reactants are: C(OC(=O)[NH:7][C@H:8]([C:10]1[CH:15]=[CH:14][C:13]([F:16])=[CH:12][N:11]=1)[CH3:9])(C)(C)C.[ClH:18].O1CCOCC1. (3) The reactants are: CC1C=C(C(F)(F)F)C2C(=CC=C(O)C=2)N=1.[Br:17][C:18]1[C:27]2[C:22](=[CH:23][CH:24]=[C:25]([O:28]C)[CH:26]=2)[N:21]=[C:20]([CH3:30])[CH:19]=1. Given the product [Br:17][C:18]1[C:27]2[C:22](=[CH:23][CH:24]=[C:25]([OH:28])[CH:26]=2)[N:21]=[C:20]([CH3:30])[CH:19]=1, predict the reactants needed to synthesize it. (4) Given the product [Cl:1][C:2]1[CH:7]=[CH:6][N:5]=[C:4]([C:17]([NH:16][CH3:15])=[O:18])[CH:3]=1, predict the reactants needed to synthesize it. The reactants are: [Cl:1][C:2]1[CH:7]=[CH:6][N:5]=[CH:4][CH:3]=1.OS(O)(=O)=O.OO.[CH3:15][NH:16][CH:17]=[O:18].